From a dataset of Reaction yield outcomes from USPTO patents with 853,638 reactions. Predict the reaction yield, written as a fraction of the theoretical maximum amount of product (1.0 means a 100% yield; for example, 0.34 means a 34% yield). (1) The reactants are [CH2:1]([O:3][C:4](=[O:31])/[C:5](/[C:17]([CH:19]1[CH2:24][CH2:23][CH:22]([C:25]2[CH:30]=[CH:29][CH:28]=[CH:27][CH:26]=2)[CH2:21][CH2:20]1)=[O:18])=[CH:6]\[C:7]1[CH:12]=[CH:11][CH:10]=[C:9]([C:13]([F:16])([F:15])[F:14])[CH:8]=1)[CH3:2]. The catalyst is C(O)C.[Pd]. The product is [CH2:1]([O:3][C:4](=[O:31])[CH:5]([CH2:6][C:7]1[CH:12]=[CH:11][CH:10]=[C:9]([C:13]([F:15])([F:16])[F:14])[CH:8]=1)[C:17](=[O:18])[CH:19]1[CH2:24][CH2:23][CH:22]([C:25]2[CH:26]=[CH:27][CH:28]=[CH:29][CH:30]=2)[CH2:21][CH2:20]1)[CH3:2]. The yield is 0.700. (2) The reactants are [N:1]1[C:8](Cl)=[N:7][C:5]([Cl:6])=[N:4][C:2]=1[Cl:3].[NH2:10][C:11]1[CH:26]=[CH:25][C:14]([O:15][CH2:16][O:17][C:18]2[CH:23]=[CH:22][C:21]([NH2:24])=[CH:20][CH:19]=2)=[CH:13][CH:12]=1.BrCBr.[H-].[Na+]. The catalyst is O1CCCC1. The product is [Cl:6][C:5]1[N:4]=[C:2]([Cl:3])[N:1]=[C:8]([N:24]([C:21]2[CH:22]=[CH:23][C:18]([O:17][CH2:16][O:15][C:14]3[CH:25]=[CH:26][C:11]([N:10]([C:8]4[N:7]=[C:5]([Cl:6])[N:4]=[C:2]([Cl:3])[N:1]=4)[C:8]4[N:7]=[C:5]([Cl:6])[N:4]=[C:2]([Cl:3])[N:1]=4)=[CH:12][CH:13]=3)=[CH:19][CH:20]=2)[C:8]2[N:7]=[C:5]([Cl:6])[N:4]=[C:2]([Cl:3])[N:1]=2)[N:7]=1. The yield is 0.160. (3) The reactants are Br[C:2]1[CH:3]=[C:4]([CH:6]=[C:7]([Cl:9])[CH:8]=1)[NH2:5].ClC1C([B:18]2[O:22][C:21]([CH3:24])([CH3:23])[C:20]([CH3:26])([CH3:25])[O:19]2)=CC=CC=1N. No catalyst specified. The product is [Cl:9][C:7]1[CH:6]=[C:4]([CH:3]=[C:2]([B:18]2[O:22][C:21]([CH3:24])([CH3:23])[C:20]([CH3:26])([CH3:25])[O:19]2)[CH:8]=1)[NH2:5]. The yield is 0.480. (4) The reactants are O.O.[Sn](Cl)Cl.[N+:6]([C:9]1[CH:14]=[CH:13][CH:12]=[CH:11][C:10]=1[S:15]([NH:18][C:19]1[CH:20]=[CH:21][CH:22]=[C:23]2[C:28]=1[N:27]=[CH:26][CH:25]=[CH:24]2)(=[O:17])=[O:16])([O-])=O. The catalyst is CCO. The product is [NH2:6][C:9]1[CH:14]=[CH:13][CH:12]=[CH:11][C:10]=1[S:15]([NH:18][C:19]1[CH:20]=[CH:21][CH:22]=[C:23]2[C:28]=1[N:27]=[CH:26][CH:25]=[CH:24]2)(=[O:17])=[O:16]. The yield is 0.530. (5) The product is [NH2:1][C:2]1[C:11]([Cl:47])=[CH:10][C:9]([N:12]([C:17]2[C:36]([CH:37]3[CH2:39][CH2:38]3)=[CH:35][C:20]3[C:21]([C:31](=[O:34])[NH:32][CH3:33])=[C:22]([C:24]4[CH:25]=[CH:26][C:27]([F:30])=[CH:28][CH:29]=4)[O:23][C:19]=3[CH:18]=2)[S:13]([CH3:16])(=[O:15])=[O:14])=[CH:8][C:3]=1[C:4]([O:6][CH3:7])=[O:5]. The reactants are [NH2:1][C:2]1[CH:11]=[CH:10][C:9]([N:12]([C:17]2[C:36]([CH:37]3[CH2:39][CH2:38]3)=[CH:35][C:20]3[C:21]([C:31](=[O:34])[NH:32][CH3:33])=[C:22]([C:24]4[CH:29]=[CH:28][C:27]([F:30])=[CH:26][CH:25]=4)[O:23][C:19]=3[CH:18]=2)[S:13]([CH3:16])(=[O:15])=[O:14])=[CH:8][C:3]=1[C:4]([O:6][CH3:7])=[O:5].C1C(=O)N([Cl:47])C(=O)C1. The yield is 0.760. The catalyst is CC#N.